This data is from Peptide-MHC class II binding affinity with 134,281 pairs from IEDB. The task is: Regression. Given a peptide amino acid sequence and an MHC pseudo amino acid sequence, predict their binding affinity value. This is MHC class II binding data. (1) The peptide sequence is DSYKFIPTLVAAVKQ. The MHC is DRB1_0101 with pseudo-sequence DRB1_0101. The binding affinity (normalized) is 0.993. (2) The peptide sequence is EKVDAAFKVAATAAN. The MHC is HLA-DQA10301-DQB10302 with pseudo-sequence HLA-DQA10301-DQB10302. The binding affinity (normalized) is 0.253. (3) The peptide sequence is YNTDGSTDYGILQINSR. The MHC is DRB1_0701 with pseudo-sequence DRB1_0701. The binding affinity (normalized) is 0.176. (4) The peptide sequence is AAATAGTTVYGAFAS. The MHC is HLA-DPA10103-DPB10601 with pseudo-sequence HLA-DPA10103-DPB10601. The binding affinity (normalized) is 0. (5) The peptide sequence is EGRKVAIKGPLRISA. The MHC is HLA-DQA10201-DQB10402 with pseudo-sequence HLA-DQA10201-DQB10402. The binding affinity (normalized) is 0. (6) The peptide sequence is ADWLTSTANTNMFTYEIAPV. The MHC is DRB1_0401 with pseudo-sequence DRB1_0401. The binding affinity (normalized) is 0.396. (7) The peptide sequence is MLSPMLHHWIKVEYG. The MHC is HLA-DQA10102-DQB10501 with pseudo-sequence HLA-DQA10102-DQB10501. The binding affinity (normalized) is 0.369.